This data is from Reaction yield outcomes from USPTO patents with 853,638 reactions. The task is: Predict the reaction yield, written as a fraction of the theoretical maximum amount of product (1.0 means a 100% yield; for example, 0.34 means a 34% yield). The reactants are [CH3:1][N:2]1[C:7](=[O:8])[C:6]([NH:9][C:10]2[CH:14]=[C:13]([CH3:15])[NH:12][N:11]=2)=[CH:5][C:4]([C:16]2[C:21]([CH:22]=[O:23])=[C:20]([N:24]3[CH2:36][CH2:35][N:27]4[C:28]5[CH2:29][CH2:30][CH2:31][CH2:32][C:33]=5[CH:34]=[C:26]4[C:25]3=[O:37])[N:19]=[CH:18][CH:17]=2)=[CH:3]1.O.[Li+].[OH-]. The catalyst is C1COCC1. The product is [OH:23][CH2:22][C:21]1[C:20]([N:24]2[CH2:36][CH2:35][N:27]3[C:28]4[CH2:29][CH2:30][CH2:31][CH2:32][C:33]=4[CH:34]=[C:26]3[C:25]2=[O:37])=[N:19][CH:18]=[CH:17][C:16]=1[C:4]1[CH:5]=[C:6]([NH:9][C:10]2[CH:14]=[C:13]([CH3:15])[NH:12][N:11]=2)[C:7](=[O:8])[N:2]([CH3:1])[CH:3]=1. The yield is 0.300.